Dataset: Catalyst prediction with 721,799 reactions and 888 catalyst types from USPTO. Task: Predict which catalyst facilitates the given reaction. (1) Reactant: Cl.[NH2:2][CH2:3][CH2:4][N:5]1[CH:10]=[C:9]([CH:11]([C:18]2[CH:23]=[CH:22][CH:21]=[CH:20][CH:19]=2)[C:12]2[CH:17]=[CH:16][CH:15]=[CH:14][CH:13]=2)[CH:8]=[CH:7][C:6]1=[O:24].[CH:25]([C:27]1[CH:28]=[C:29]([CH:37]=[CH:38][CH:39]=1)[O:30][CH2:31][C:32]([O:34][CH2:35][CH3:36])=[O:33])=O.C(O[BH-](OC(=O)C)OC(=O)C)(=O)C.[Na+]. Product: [C:12]1([CH:11]([C:18]2[CH:19]=[CH:20][CH:21]=[CH:22][CH:23]=2)[C:9]2[CH:8]=[CH:7][C:6](=[O:24])[N:5]([CH2:4][CH2:3][NH:2][CH2:25][C:27]3[CH:28]=[C:29]([CH:37]=[CH:38][CH:39]=3)[O:30][CH2:31][C:32]([O:34][CH2:35][CH3:36])=[O:33])[CH:10]=2)[CH:13]=[CH:14][CH:15]=[CH:16][CH:17]=1. The catalyst class is: 2. (2) Reactant: [Cl:1][C:2]1[CH:10]=[C:9]([C:11]([NH:13][CH:14]([C:16]2[NH:20][C:19]3[CH:21]=[CH:22][C:23]([Cl:25])=[CH:24][C:18]=3[N:17]=2)[CH3:15])=[O:12])[CH:8]=[CH:7][C:3]=1[C:4]([OH:6])=O.[NH2:26][CH2:27][CH:28]1[CH2:33][CH2:32][CH2:31][CH2:30][NH:29]1.C(N(C(C)C)CC)(C)C.ClCl. Product: [NH2:26][CH2:27][CH:28]1[CH2:33][CH2:32][CH2:31][CH2:30][N:29]1[C:4]([C:3]1[CH:7]=[CH:8][C:9]([C:11]([NH:13][CH:14]([C:16]2[NH:20][C:19]3[CH:21]=[CH:22][C:23]([Cl:25])=[CH:24][C:18]=3[N:17]=2)[CH3:15])=[O:12])=[CH:10][C:2]=1[Cl:1])=[O:6]. The catalyst class is: 16. (3) Reactant: C([O:8][C:9]1[C:14]([Br:15])=[CH:13][N:12]=[C:11]([NH:16][C:17]2[S:18][CH:19]=[C:20]([CH2:22][CH2:23][C:24]3[CH:29]=[CH:28][CH:27]=[CH:26][CH:25]=3)[N:21]=2)[CH:10]=1)C1C=CC=CC=1.[ClH:30]. Product: [ClH:30].[Br:15][C:14]1[C:9]([OH:8])=[CH:10][C:11]([NH:16][C:17]2[S:18][CH:19]=[C:20]([CH2:22][CH2:23][C:24]3[CH:25]=[CH:26][CH:27]=[CH:28][CH:29]=3)[N:21]=2)=[N:12][CH:13]=1. The catalyst class is: 12. (4) Reactant: [Br:1][C:2]1[C:11]2[C:6](=[CH:7][CH:8]=[CH:9][CH:10]=2)[C:5]([C:12](=[O:17])[C:13]([F:16])([F:15])[F:14])=[CH:4][CH:3]=1.[Si]([C:22]([F:25])([F:24])[F:23])(C)(C)C.CCCC[N+](CCCC)(CCCC)CCCC.[F-]. Product: [Br:1][C:2]1[C:11]2[C:6](=[CH:7][CH:8]=[CH:9][CH:10]=2)[C:5]([C:12]([OH:17])([C:22]([F:25])([F:24])[F:23])[C:13]([F:15])([F:16])[F:14])=[CH:4][CH:3]=1. The catalyst class is: 1. (5) Reactant: CCN(S(F)(F)[F:7])CC.[Br:10][C:11]1[CH:30]=[CH:29][C:14]2[O:15][CH2:16][CH:17](O)[CH2:18][N:19]3[C:27]4[CH:26]=[CH:25][CH:24]=[CH:23][C:22]=4[CH:21]=[C:20]3[C:13]=2[CH:12]=1. Product: [Br:10][C:11]1[CH:30]=[CH:29][C:14]2[O:15][CH2:16][CH:17]([F:7])[CH2:18][N:19]3[C:27]4[CH:26]=[CH:25][CH:24]=[CH:23][C:22]=4[CH:21]=[C:20]3[C:13]=2[CH:12]=1. The catalyst class is: 34. (6) The catalyst class is: 14. Product: [CH2:1]([O:19][C:20]1[CH:21]=[C:22]([CH2:23][NH2:24])[CH:35]=[C:36]([O:38][CH2:39][CH2:40][CH2:41][CH2:42][CH2:43][CH2:44][CH2:45][CH2:46]/[CH:47]=[CH:48]\[CH2:49]/[CH:50]=[CH:51]\[CH2:52][CH2:53][CH2:54][CH2:55][CH3:56])[CH:37]=1)[CH2:2][CH2:3][CH2:4][CH2:5][CH2:6][CH2:7][CH2:8]/[CH:9]=[CH:10]\[CH2:11]/[CH:12]=[CH:13]\[CH2:14][CH2:15][CH2:16][CH2:17][CH3:18]. Reactant: [CH2:1]([O:19][C:20]1[CH:21]=[C:22]([CH:35]=[C:36]([O:38][CH2:39][CH2:40][CH2:41][CH2:42][CH2:43][CH2:44][CH2:45][CH2:46]/[CH:47]=[CH:48]\[CH2:49]/[CH:50]=[CH:51]\[CH2:52][CH2:53][CH2:54][CH2:55][CH3:56])[CH:37]=1)[CH2:23][N:24]1C(=O)C2C(=CC=CC=2)C1=O)[CH2:2][CH2:3][CH2:4][CH2:5][CH2:6][CH2:7][CH2:8]/[CH:9]=[CH:10]\[CH2:11]/[CH:12]=[CH:13]\[CH2:14][CH2:15][CH2:16][CH2:17][CH3:18].NN. (7) Reactant: [Cl:1][C:2]1[N:3]=[C:4](Cl)[C:5]2[CH2:10][CH2:9][CH:8]([C:11]3[CH:16]=[CH:15][CH:14]=[CH:13][CH:12]=3)[C:6]=2[N:7]=1.[CH3:18][NH:19][CH2:20][CH3:21]. Product: [Cl:1][C:2]1[N:3]=[C:4]([N:19]([CH2:20][CH3:21])[CH3:18])[C:5]2[CH2:10][CH2:9][CH:8]([C:11]3[CH:16]=[CH:15][CH:14]=[CH:13][CH:12]=3)[C:6]=2[N:7]=1. The catalyst class is: 5. (8) Reactant: Br[C:2]1[N:9]=[CH:8][CH:7]=[C:6]([Cl:10])[C:3]=1[CH:4]=[O:5].[C:11]1(=[O:24])[C:16]2=[CH:17][C:18]3[CH2:19][CH2:20][CH2:21][CH2:22][C:23]=3[N:15]2[CH2:14][CH2:13][NH:12]1.CC1(C)C2C(=C(P(C3C=CC=CC=3)C3C=CC=CC=3)C=CC=2)OC2C(P(C3C=CC=CC=3)C3C=CC=CC=3)=CC=CC1=2.C([O-])([O-])=O.[Cs+].[Cs+]. Product: [Cl:10][C:6]1[C:3]([CH:4]=[O:5])=[C:2]([N:12]2[CH2:13][CH2:14][N:15]3[C:23]4[CH2:22][CH2:21][CH2:20][CH2:19][C:18]=4[CH:17]=[C:16]3[C:11]2=[O:24])[N:9]=[CH:8][CH:7]=1. The catalyst class is: 102. (9) Reactant: [CH:1]1[CH:6]=[C:5](Cl)[CH:4]=[C:3]([C:8]([O:10]O)=[O:9])[CH:2]=1.C([O-])(O)=O.[Na+].C([CH:25]([O:32][C:33]([NH:35][CH2:36][C:37]1([CH2:43][C:44]([OH:46])=[O:45])[CH2:42][CH2:41][CH2:40][CH2:39][CH2:38]1)=[O:34])[C:26]1[CH:31]=[CH:30][CH:29]=[CH:28][CH:27]=1)(=O)C1C=CC=CC=1.C(O)(=O)CC(CC(O)=O)(C(O)=O)O. Product: [C:8]([O:10][CH:25]([O:32][C:33]([NH:35][CH2:36][C:37]1([CH2:43][C:44]([OH:46])=[O:45])[CH2:38][CH2:39][CH2:40][CH2:41][CH2:42]1)=[O:34])[C:26]1[CH:27]=[CH:28][CH:29]=[CH:30][CH:31]=1)(=[O:9])[C:3]1[CH:4]=[CH:5][CH:6]=[CH:1][CH:2]=1. The catalyst class is: 2.